This data is from Full USPTO retrosynthesis dataset with 1.9M reactions from patents (1976-2016). The task is: Predict the reactants needed to synthesize the given product. Given the product [Cl:29][C:28]1[C:27]([CH:23]2[CH2:25][CH2:24]2)=[C:9]([Cl:14])[N:8]=[CH:7][N:6]=1, predict the reactants needed to synthesize it. The reactants are: C1(C2C(O)=[N:6][CH:7]=[N:8][C:9]=2O)CC1.O=P(Cl)(Cl)[Cl:14].CCN([CH:23]([CH3:25])[CH3:24])C(C)C.Cl[CH2:27][CH2:28][Cl:29].